From a dataset of Forward reaction prediction with 1.9M reactions from USPTO patents (1976-2016). Predict the product of the given reaction. (1) Given the reactants [CH2:1]([C:4]1[N:5]([CH2:17][CH2:18][C:19]([NH:21][CH2:22][CH2:23][CH3:24])=[O:20])[C:6]2[C:15]3[CH:14]=[CH:13][CH:12]=[CH:11][C:10]=3[N:9]=[CH:8][C:7]=2[N:16]=1)[CH2:2][CH3:3].C1C=C(Cl)C=C(C(OO)=O)C=1.C1(C)C=CC(S(Cl)(=O)=O)=CC=1.[OH-].[NH4+:48], predict the reaction product. The product is: [NH2:48][C:8]1[C:7]2[N:16]=[C:4]([CH2:1][CH2:2][CH3:3])[N:5]([CH2:17][CH2:18][C:19]([NH:21][CH2:22][CH2:23][CH3:24])=[O:20])[C:6]=2[C:15]2[CH:14]=[CH:13][CH:12]=[CH:11][C:10]=2[N:9]=1. (2) Given the reactants Cl.[CH2:2]([O:4][C:5]([CH:7]1[CH2:12][CH2:11][CH2:10][NH2+:9][CH2:8]1)=[O:6])[CH3:3].Br[CH2:14][CH2:15][Cl:16].C(=O)([O-])[O-].[K+].[K+], predict the reaction product. The product is: [Cl:16][CH2:15][CH2:14][N:9]1[CH2:10][CH2:11][CH2:12][CH:7]([C:5]([O:4][CH2:2][CH3:3])=[O:6])[CH2:8]1.